From a dataset of Peptide-MHC class I binding affinity with 185,985 pairs from IEDB/IMGT. Regression. Given a peptide amino acid sequence and an MHC pseudo amino acid sequence, predict their binding affinity value. This is MHC class I binding data. (1) The peptide sequence is MVGVGSLVK. The MHC is HLA-A31:01 with pseudo-sequence HLA-A31:01. The binding affinity (normalized) is 0.0847. (2) The peptide sequence is FEREGYSL. The MHC is HLA-B40:01 with pseudo-sequence HLA-B40:01. The binding affinity (normalized) is 0.489. (3) The peptide sequence is QYPTAWQSV. The MHC is HLA-A24:02 with pseudo-sequence HLA-A24:02. The binding affinity (normalized) is 0.590. (4) The peptide sequence is FLEESHPGI. The MHC is HLA-A30:01 with pseudo-sequence HLA-A30:01. The binding affinity (normalized) is 0.0847. (5) The peptide sequence is IPERLERWHSL. The MHC is Mamu-B08 with pseudo-sequence Mamu-B08. The binding affinity (normalized) is 0.0421.